This data is from NCI-60 drug combinations with 297,098 pairs across 59 cell lines. The task is: Regression. Given two drug SMILES strings and cell line genomic features, predict the synergy score measuring deviation from expected non-interaction effect. (1) Drug 1: COC1=C(C=C2C(=C1)N=CN=C2NC3=CC(=C(C=C3)F)Cl)OCCCN4CCOCC4. Drug 2: CC1CCCC2(C(O2)CC(NC(=O)CC(C(C(=O)C(C1O)C)(C)C)O)C(=CC3=CSC(=N3)C)C)C. Cell line: HL-60(TB). Synergy scores: CSS=10.9, Synergy_ZIP=-1.68, Synergy_Bliss=3.29, Synergy_Loewe=0.511, Synergy_HSA=0.384. (2) Drug 1: CCN(CC)CCNC(=O)C1=C(NC(=C1C)C=C2C3=C(C=CC(=C3)F)NC2=O)C. Drug 2: CC(C)CN1C=NC2=C1C3=CC=CC=C3N=C2N. Cell line: A549. Synergy scores: CSS=3.25, Synergy_ZIP=-0.863, Synergy_Bliss=0.0102, Synergy_Loewe=0.596, Synergy_HSA=-0.147. (3) Drug 2: C1CC(C1)(C(=O)O)C(=O)O.[NH2-].[NH2-].[Pt+2]. Drug 1: C1=C(C(=O)NC(=O)N1)N(CCCl)CCCl. Synergy scores: CSS=42.6, Synergy_ZIP=-6.08, Synergy_Bliss=-0.504, Synergy_Loewe=-0.967, Synergy_HSA=2.43. Cell line: SW-620. (4) Drug 1: CC(C1=C(C=CC(=C1Cl)F)Cl)OC2=C(N=CC(=C2)C3=CN(N=C3)C4CCNCC4)N. Drug 2: CCC1(CC2CC(C3=C(CCN(C2)C1)C4=CC=CC=C4N3)(C5=C(C=C6C(=C5)C78CCN9C7C(C=CC9)(C(C(C8N6C)(C(=O)OC)O)OC(=O)C)CC)OC)C(=O)OC)O.OS(=O)(=O)O. Cell line: MDA-MB-231. Synergy scores: CSS=26.5, Synergy_ZIP=-6.60, Synergy_Bliss=-0.0788, Synergy_Loewe=-12.4, Synergy_HSA=-0.266. (5) Drug 1: C1=CC(=CC=C1CCCC(=O)O)N(CCCl)CCCl. Drug 2: CC1C(C(CC(O1)OC2CC(OC(C2O)C)OC3=CC4=CC5=C(C(=O)C(C(C5)C(C(=O)C(C(C)O)O)OC)OC6CC(C(C(O6)C)O)OC7CC(C(C(O7)C)O)OC8CC(C(C(O8)C)O)(C)O)C(=C4C(=C3C)O)O)O)O. Cell line: MDA-MB-435. Synergy scores: CSS=10.4, Synergy_ZIP=9.13, Synergy_Bliss=6.02, Synergy_Loewe=-93.0, Synergy_HSA=3.72. (6) Drug 1: C1CN1P(=S)(N2CC2)N3CC3. Drug 2: C1=CN(C(=O)N=C1N)C2C(C(C(O2)CO)O)O.Cl. Cell line: DU-145. Synergy scores: CSS=25.2, Synergy_ZIP=1.48, Synergy_Bliss=3.53, Synergy_Loewe=-0.723, Synergy_HSA=1.50. (7) Drug 1: C1C(C(OC1N2C=NC3=C(N=C(N=C32)Cl)N)CO)O. Drug 2: CCN(CC)CCCC(C)NC1=C2C=C(C=CC2=NC3=C1C=CC(=C3)Cl)OC. Cell line: EKVX. Synergy scores: CSS=11.4, Synergy_ZIP=-4.25, Synergy_Bliss=-2.90, Synergy_Loewe=-9.52, Synergy_HSA=-8.30. (8) Drug 2: C1=NNC2=C1C(=O)NC=N2. Cell line: SNB-19. Synergy scores: CSS=3.78, Synergy_ZIP=0.396, Synergy_Bliss=1.27, Synergy_Loewe=-1.53, Synergy_HSA=-1.60. Drug 1: CCCS(=O)(=O)NC1=C(C(=C(C=C1)F)C(=O)C2=CNC3=C2C=C(C=N3)C4=CC=C(C=C4)Cl)F. (9) Drug 1: C1CCN(CC1)CCOC2=CC=C(C=C2)C(=O)C3=C(SC4=C3C=CC(=C4)O)C5=CC=C(C=C5)O. Drug 2: CN1C(=O)N2C=NC(=C2N=N1)C(=O)N. Cell line: 786-0. Synergy scores: CSS=-0.378, Synergy_ZIP=-2.11, Synergy_Bliss=0.376, Synergy_Loewe=1.09, Synergy_HSA=1.31.